Dataset: Forward reaction prediction with 1.9M reactions from USPTO patents (1976-2016). Task: Predict the product of the given reaction. (1) Given the reactants C([O-])(=O)C.[NH4+].C([BH3-])#N.[Na+].[CH3:10][O:11][C:12]1[CH:13]=[C:14]([CH:26]([NH2:28])[CH3:27])[CH:15]=[CH:16][C:17]=1[C:18]1[C:19]([O:24][CH3:25])=[N:20][CH:21]=[CH:22][CH:23]=1.[F:29][C:30]([F:43])([F:42])[O:31][C:32]1[CH:37]=[CH:36][CH:35]=[CH:34][C:33]=1[S:38](Cl)(=[O:40])=[O:39].C(N(C(C)C)CC)(C)C, predict the reaction product. The product is: [CH3:10][O:11][C:12]1[CH:13]=[C:14]([C@H:26]([NH:28][S:38]([C:33]2[CH:34]=[CH:35][CH:36]=[CH:37][C:32]=2[O:31][C:30]([F:29])([F:42])[F:43])(=[O:40])=[O:39])[CH3:27])[CH:15]=[CH:16][C:17]=1[C:18]1[C:19]([O:24][CH3:25])=[N:20][CH:21]=[CH:22][CH:23]=1. (2) Given the reactants [Cl:1][C:2]1[C:7]([N:8]2[CH2:13][CH2:12][CH:11]([C:14]3[CH:19]=[CH:18][CH:17]=[CH:16][C:15]=3[F:20])[CH2:10][CH2:9]2)=[CH:6][N:5]=[N:4][C:3]=1[NH:21][NH:22][C:23](=O)[CH2:24][C:25]([F:28])([F:27])[F:26].P(Cl)(Cl)(Cl)=O, predict the reaction product. The product is: [Cl:1][C:2]1[C:3]2[N:4]([C:23]([CH2:24][C:25]([F:28])([F:27])[F:26])=[N:22][N:21]=2)[N:5]=[CH:6][C:7]=1[N:8]1[CH2:13][CH2:12][CH:11]([C:14]2[CH:19]=[CH:18][CH:17]=[CH:16][C:15]=2[F:20])[CH2:10][CH2:9]1. (3) Given the reactants [CH:1]1([C:7]([N:9]2[C:18]3[C:13](=[CH:14][C:15]([O:19]C(OC(C)(C)C)=O)=[CH:16][CH:17]=3)[CH2:12][CH2:11][CH:10]2[CH2:27][N:28]2[CH2:33][CH2:32][N:31]([C:34]3[CH:42]=[CH:41][CH:40]=[C:39]4[C:35]=3[CH:36]=[CH:37][NH:38]4)[CH2:30][CH2:29]2)=[O:8])[CH2:6][CH2:5][CH2:4][CH2:3][CH2:2]1, predict the reaction product. The product is: [CH:1]1([C:7]([N:9]2[C:18]3[C:13](=[CH:14][C:15]([OH:19])=[CH:16][CH:17]=3)[CH2:12][CH2:11][CH:10]2[CH2:27][N:28]2[CH2:29][CH2:30][N:31]([C:34]3[CH:42]=[CH:41][CH:40]=[C:39]4[C:35]=3[CH:36]=[CH:37][NH:38]4)[CH2:32][CH2:33]2)=[O:8])[CH2:6][CH2:5][CH2:4][CH2:3][CH2:2]1. (4) Given the reactants O1[C:5]2([CH2:10][CH2:9][C:8]([C:11]3[CH:19]=[CH:18][C:17]([N+:20]([O-:22])=[O:21])=[C:16]4[C:12]=3[CH2:13][N:14]([CH3:24])[C:15]4=[O:23])=[CH:7][CH2:6]2)[O:4]CC1.Cl, predict the reaction product. The product is: [CH3:24][N:14]1[CH2:13][C:12]2[C:16](=[C:17]([N+:20]([O-:22])=[O:21])[CH:18]=[CH:19][C:11]=2[C:8]2[CH2:9][CH2:10][C:5](=[O:4])[CH2:6][CH:7]=2)[C:15]1=[O:23]. (5) Given the reactants [CH3:1][C:2]1[NH:3][C:4]2[CH:10]=[CH:9][CH:8]=[CH:7][C:5]=2[N:6]=1.C([Li])CCC.[F:16][C:17]([F:34])([F:33])[C:18](=[O:32])[CH2:19][C:20]([C:23]1[CH:28]=[C:27]([F:29])[CH:26]=[CH:25][C:24]=1[O:30][CH3:31])([CH3:22])[CH3:21].[NH4+].[Cl-], predict the reaction product. The product is: [CH3:1][C:2]1[NH:3][C:4]2[CH:10]=[CH:9][CH:8]=[CH:7][C:5]=2[N:6]=1.[NH:3]1[C:4]2[CH:10]=[CH:9][CH:8]=[CH:7][C:5]=2[N:6]=[C:2]1[CH2:1][C:18]([OH:32])([CH2:19][C:20]([C:23]1[CH:28]=[C:27]([F:29])[CH:26]=[CH:25][C:24]=1[O:30][CH3:31])([CH3:22])[CH3:21])[C:17]([F:16])([F:34])[F:33]. (6) The product is: [C:1]([NH:6][CH2:7][CH2:8][CH2:9][CH2:10][CH2:11][CH2:12][CH2:13][CH2:14][CH2:15][CH2:16][C:17]([OH:19])=[O:18])(=[O:5])[C:2]([CH3:4])=[CH2:3].[CH3:20][Cl:21].[C:22]([O:26][CH2:27][CH2:28][N:29]([CH3:31])[CH3:30])(=[O:25])[CH:23]=[CH2:24]. Given the reactants [C:1]([NH:6][CH2:7][CH2:8][CH2:9][CH2:10][CH2:11][CH2:12][CH2:13][CH2:14][CH2:15][CH2:16][C:17]([OH:19])=[O:18])(=[O:5])[C:2]([CH3:4])=[CH2:3].[CH3:20][Cl:21].[C:22]([O:26][CH2:27][CH2:28][N:29]([CH3:31])[CH3:30])(=[O:25])[CH:23]=[CH2:24].CC(C)=O, predict the reaction product. (7) Given the reactants [CH3:1][N:2]1[CH:6]=[CH:5][C:4]([NH:7][C:8]([C:10]2[CH:15]=[C:14](B3OC(C)(C)C(C)(C)O3)[CH:13]=[C:12]([CH3:25])[N:11]=2)=[O:9])=[N:3]1.Br[C:27]1[CH:28]=[C:29]([CH3:33])[CH:30]=[N:31][CH:32]=1, predict the reaction product. The product is: [CH3:1][N:2]1[CH:6]=[CH:5][C:4]([NH:7][C:8]([C:10]2[CH:15]=[C:14]([C:27]3[CH:32]=[N:31][CH:30]=[C:29]([CH3:33])[CH:28]=3)[CH:13]=[C:12]([CH3:25])[N:11]=2)=[O:9])=[N:3]1.